This data is from HIV replication inhibition screening data with 41,000+ compounds from the AIDS Antiviral Screen. The task is: Binary Classification. Given a drug SMILES string, predict its activity (active/inactive) in a high-throughput screening assay against a specified biological target. (1) The drug is COc1cc(C=C(NC(=O)c2ccccc2)c2nc3ccc4c(c3[nH]2)C(=O)c2ccccc2C4=O)cc(OC)c1OC. The result is 0 (inactive). (2) The drug is O=C1C=CC(=O)c2c1ccc1c3ccccc3n(-c3cccc([N+](=O)[O-])c3)c21. The result is 0 (inactive).